The task is: Regression. Given a peptide amino acid sequence and an MHC pseudo amino acid sequence, predict their binding affinity value. This is MHC class II binding data.. This data is from Peptide-MHC class II binding affinity with 134,281 pairs from IEDB. (1) The peptide sequence is KTVSEGAVDIINKWQ. The MHC is DRB1_0101 with pseudo-sequence DRB1_0101. The binding affinity (normalized) is 0.242. (2) The peptide sequence is AANTAGTTVYGAFAA. The MHC is HLA-DQA10102-DQB10602 with pseudo-sequence HLA-DQA10102-DQB10602. The binding affinity (normalized) is 0.841.